Dataset: Full USPTO retrosynthesis dataset with 1.9M reactions from patents (1976-2016). Task: Predict the reactants needed to synthesize the given product. (1) Given the product [F:1][C:2]1[CH:3]=[N:4][C:5]([O:8][CH:9]2[CH2:12][N:11]([C:13]3[N:34]=[CH:33][C:32]([C:35]([F:38])([F:36])[F:37])=[CH:31][C:14]=3[C:15]([NH:17][C:18]3([C:21]4[CH:22]=[CH:23][C:24]([C:25]([OH:27])=[O:26])=[CH:29][CH:30]=4)[CH2:19][CH2:20]3)=[O:16])[CH2:10]2)=[N:6][CH:7]=1, predict the reactants needed to synthesize it. The reactants are: [F:1][C:2]1[CH:3]=[N:4][C:5]([O:8][CH:9]2[CH2:12][N:11]([C:13]3[N:34]=[CH:33][C:32]([C:35]([F:38])([F:37])[F:36])=[CH:31][C:14]=3[C:15]([NH:17][C:18]3([C:21]4[CH:30]=[CH:29][C:24]([C:25]([O:27]C)=[O:26])=[CH:23][CH:22]=4)[CH2:20][CH2:19]3)=[O:16])[CH2:10]2)=[N:6][CH:7]=1.[OH-].[Na+]. (2) Given the product [Cl:1][C:2]1[N:3]=[C:4]([N:18]2[CH2:23][CH2:22][O:21][CH2:20][CH2:19]2)[C:5]2[S:10][C:9]([C:11]3[CH:12]=[N:13][C:14]([NH2:26])=[CH:15][CH:16]=3)=[CH:8][C:6]=2[N:7]=1.[Cl:24][C:25]1[N:26]=[C:27]([N:41]2[CH2:46][CH2:45][O:44][CH2:43][CH2:42]2)[C:28]2[CH:33]=[C:32]([C:34]3[CH:35]=[N:36][C:37]([NH2:50])=[CH:38][CH:39]=3)[S:31][C:29]=2[N:30]=1, predict the reactants needed to synthesize it. The reactants are: [Cl:1][C:2]1[N:3]=[C:4]([N:18]2[CH2:23][CH2:22][O:21][CH2:20][CH2:19]2)[C:5]2[S:10][C:9]([C:11]3[CH:12]=[N:13][C:14](F)=[CH:15][CH:16]=3)=[CH:8][C:6]=2[N:7]=1.[Cl:24][C:25]1[N:26]=[C:27]([N:41]2[CH2:46][CH2:45][O:44][CH2:43][CH2:42]2)[C:28]2[CH:33]=[C:32]([C:34]3[CH:35]=[N:36][C:37](F)=[CH:38][CH:39]=3)[S:31][C:29]=2[N:30]=1.C([N:50](C(C)C)CC)(C)C. (3) The reactants are: [Cl:1][C:2]1[N:11]=[C:10](Cl)[C:9]2[C:4](=[CH:5][CH:6]=[CH:7][CH:8]=2)[N:3]=1.[CH:13]1([OH:19])[CH2:18][CH2:17][CH2:16][CH2:15][CH2:14]1.[CH3:20][C:21]1[CH:25]=[C:24]([CH3:26])[NH:23][N:22]=1. Given the product [ClH:1].[CH:13]1([O:19][C:10]2[C:9]3[C:4](=[CH:5][CH:6]=[CH:7][CH:8]=3)[N:3]=[C:2]([N:22]3[C:21]([CH3:20])=[CH:25][C:24]([CH3:26])=[N:23]3)[N:11]=2)[CH2:18][CH2:17][CH2:16][CH2:15][CH2:14]1, predict the reactants needed to synthesize it. (4) The reactants are: [Cl:1][C:2]1[CH:3]=[C:4]2[C:9](=[CH:10][CH:11]=1)[C:8](=[O:12])[N:7]([CH3:13])[C:6]([C:14]([O:16][CH2:17][CH3:18])=[O:15])=[C:5]2[OH:19].CI.[C:22](=O)([O-])[O-].[K+].[K+]. Given the product [Cl:1][C:2]1[CH:3]=[C:4]2[C:9](=[CH:10][CH:11]=1)[C:8](=[O:12])[N:7]([CH3:13])[C:6]([C:14]([O:16][CH2:17][CH3:18])=[O:15])=[C:5]2[O:19][CH3:22], predict the reactants needed to synthesize it.